Task: Predict the product of the given reaction.. Dataset: Forward reaction prediction with 1.9M reactions from USPTO patents (1976-2016) (1) Given the reactants [NH2:1][C:2]1[C:3]([CH3:13])=[C:4]([CH:9]=[C:10]([Cl:12])[CH:11]=1)[C:5]([O:7][CH3:8])=[O:6].[CH3:14][C:15]([O:18][C:19]([NH:21][CH:22]1[CH2:28][CH2:27][C:25](=O)[CH2:24][CH2:23]1)=[O:20])([CH3:17])[CH3:16].C([BH3-])#N.[Na+], predict the reaction product. The product is: [C:15]([O:18][C:19]([NH:21][C@@H:22]1[CH2:28][CH2:27][C@H:25]([NH:1][C:2]2[C:3]([CH3:13])=[C:4]([CH:9]=[C:10]([Cl:12])[CH:11]=2)[C:5]([O:7][CH3:8])=[O:6])[CH2:24][CH2:23]1)=[O:20])([CH3:17])([CH3:14])[CH3:16]. (2) Given the reactants [CH3:1][O:2][C:3](=[O:13])[CH2:4][C:5]1[CH:10]=[CH:9][C:8]([Cl:11])=[C:7]([Cl:12])[CH:6]=1.[C:14]([O:18][C:19]([N:21]1[CH:25]=[C:24]([CH2:26]Br)[N:23]=[CH:22]1)=[O:20])([CH3:17])([CH3:16])[CH3:15], predict the reaction product. The product is: [C:14]([O:18][C:19]([N:21]1[CH:25]=[C:24]([CH2:26][CH:4]([C:5]2[CH:10]=[CH:9][C:8]([Cl:11])=[C:7]([Cl:12])[CH:6]=2)[C:3]([O:2][CH3:1])=[O:13])[N:23]=[CH:22]1)=[O:20])([CH3:17])([CH3:16])[CH3:15]. (3) Given the reactants Br[C:2]1[N:7]=[CH:6][C:5]([CH2:8][O:9][C@@H:10]2[CH2:15][O:14][C:13]3=[N:16][C:17]([N+:19]([O-:21])=[O:20])=[CH:18][N:12]3[CH2:11]2)=[CH:4][CH:3]=1.[C:22]([Si](C)(C)C)#[CH:23].CCCC[N+](CCCC)(CCCC)CCCC.[F-], predict the reaction product. The product is: [C:22]([C:2]1[N:7]=[CH:6][C:5]([CH2:8][O:9][C@@H:10]2[CH2:15][O:14][C:13]3=[N:16][C:17]([N+:19]([O-:21])=[O:20])=[CH:18][N:12]3[CH2:11]2)=[CH:4][CH:3]=1)#[CH:23]. (4) Given the reactants [Br:1][C:2]1[CH:21]=[CH:20][CH:19]=[CH:18][C:3]=1[O:4][CH:5]1[CH2:10][CH2:9][N:8](C(OC(C)(C)C)=O)[CH2:7][CH2:6]1.[ClH:22], predict the reaction product. The product is: [ClH:22].[Br:1][C:2]1[CH:21]=[CH:20][CH:19]=[CH:18][C:3]=1[O:4][CH:5]1[CH2:10][CH2:9][NH:8][CH2:7][CH2:6]1.